From a dataset of Catalyst prediction with 721,799 reactions and 888 catalyst types from USPTO. Predict which catalyst facilitates the given reaction. (1) Reactant: [CH2:1]([C:4]1[C:5]([C@H:10]([C:21]2[CH:26]=[CH:25][C:24]([C:27]([F:30])([F:29])[F:28])=[CH:23][CH:22]=2)[NH:11][C:12]([NH:14][C:15]2[CH:16]=[N:17][CH:18]=[CH:19][CH:20]=2)=[O:13])=[N:6][CH:7]=[CH:8][CH:9]=1)[CH:2]=[CH2:3]. Product: [CH2:1]([C:4]1[C:5]([C@H:10]([C:21]2[CH:22]=[CH:23][C:24]([C:27]([F:29])([F:30])[F:28])=[CH:25][CH:26]=2)[NH:11][C:12]([NH:14][C:15]2[CH:16]=[N:17][CH:18]=[CH:19][CH:20]=2)=[O:13])=[N:6][CH:7]=[CH:8][CH:9]=1)[CH2:2][CH3:3]. The catalyst class is: 19. (2) Reactant: [CH3:1][C:2]1[NH:6][N:5]=[C:4]([NH2:7])[CH:3]=1.Br[C:9]1[C:10](=[O:17])[N:11]([CH3:16])[CH:12]=[C:13]([Br:15])[CH:14]=1.C(=O)([O-])[O-].[Cs+].[Cs+].CC1(C)C2C(=C(P(C3C=CC=CC=3)C3C=CC=CC=3)C=CC=2)OC2C(P(C3C=CC=CC=3)C3C=CC=CC=3)=CC=CC1=2. Product: [Br:15][C:13]1[CH:14]=[C:9]([NH:7][C:4]2[CH:3]=[C:2]([CH3:1])[NH:6][N:5]=2)[C:10](=[O:17])[N:11]([CH3:16])[CH:12]=1. The catalyst class is: 102. (3) Reactant: [C:1]1([C:7]2[C:11]3[CH2:12][NH:13][CH2:14][CH2:15][C:10]=3[NH:9][N:8]=2)[CH:6]=[CH:5][CH:4]=[CH:3][CH:2]=1.[NH2:16][C:17]1[CH:22]=[CH:21][CH:20]=[CH:19][CH:18]=1.C1N=CN([C:28](N2C=NC=C2)=[O:29])C=1.O. Product: [C:17]1([NH:16][C:28]([N:13]2[CH2:14][CH2:15][C:10]3[NH:9][N:8]=[C:7]([C:1]4[CH:2]=[CH:3][CH:4]=[CH:5][CH:6]=4)[C:11]=3[CH2:12]2)=[O:29])[CH:22]=[CH:21][CH:20]=[CH:19][CH:18]=1. The catalyst class is: 2. (4) Reactant: [C:1]([O:5][C:6]([NH:8][C@H:9]([C:35]([O:37][C:38]([CH3:41])([CH3:40])[CH3:39])=[O:36])[CH2:10][C@H:11]([CH2:19][C:20]1[CH:25]=[CH:24][C:23]([O:26][CH2:27][CH2:28][OH:29])=[C:22]([O:30][C:31]([CH3:34])([CH3:33])[CH3:32])[CH:21]=1)[C:12]([O:14][C:15]([CH3:18])([CH3:17])[CH3:16])=[O:13])=[O:7])([CH3:4])([CH3:3])[CH3:2].C(N(CC)CC)C.[CH3:49][S:50](Cl)(=[O:52])=[O:51]. Product: [C:1]([O:5][C:6]([NH:8][C@H:9]([C:35]([O:37][C:38]([CH3:41])([CH3:40])[CH3:39])=[O:36])[CH2:10][C@H:11]([CH2:19][C:20]1[CH:25]=[CH:24][C:23]([O:26][CH2:27][CH2:28][O:29][S:50]([CH3:49])(=[O:52])=[O:51])=[C:22]([O:30][C:31]([CH3:34])([CH3:33])[CH3:32])[CH:21]=1)[C:12]([O:14][C:15]([CH3:16])([CH3:18])[CH3:17])=[O:13])=[O:7])([CH3:2])([CH3:3])[CH3:4]. The catalyst class is: 4. (5) Reactant: [CH2:1]([C:3]1[CH:9]=[CH:8][CH:7]=[C:6]([CH2:10][CH3:11])[C:4]=1[NH2:5])[CH3:2].[CH:12](=O)[CH:13]([CH3:15])[CH3:14].O.C1(C)C=CC(S(O)(=O)=O)=CC=1. Product: [CH2:1]([C:3]1[CH:9]=[CH:8][CH:7]=[C:6]([CH2:10][CH3:11])[C:4]=1/[N:5]=[CH:12]/[CH:13]([CH3:15])[CH3:14])[CH3:2]. The catalyst class is: 48.